Dataset: Reaction yield outcomes from USPTO patents with 853,638 reactions. Task: Predict the reaction yield, written as a fraction of the theoretical maximum amount of product (1.0 means a 100% yield; for example, 0.34 means a 34% yield). (1) The reactants are Cl.[NH2:2][CH2:3][C:4]1[CH:12]=[CH:11][CH:10]=[C:9]2[C:5]=1[C:6](=[O:22])[N:7]([CH:14]1[CH2:19][CH2:18][C:17](=[O:20])[NH:16][C:15]1=[O:21])[C:8]2=[O:13].C(N(C(C)C)CC)(C)C.[F:32][C:33]1[CH:34]=[C:35]([CH:39]=[CH:40][C:41]=1[F:42])[C:36](Cl)=[O:37]. The catalyst is C(Cl)Cl. The product is [O:21]=[C:15]1[CH:14]([N:7]2[C:6](=[O:22])[C:5]3[C:9](=[CH:10][CH:11]=[CH:12][C:4]=3[CH2:3][NH:2][C:36](=[O:37])[C:35]3[CH:39]=[CH:40][C:41]([F:42])=[C:33]([F:32])[CH:34]=3)[C:8]2=[O:13])[CH2:19][CH2:18][C:17](=[O:20])[NH:16]1. The yield is 0.750. (2) The reactants are [Br:1][C:2]1[CH:11]=[CH:10][C:9]([N+:12]([O-])=O)=[C:8]2[C:3]=1[CH:4]=[CH:5][N:6]([CH3:16])[C:7]2=[O:15].Cl.CCOC(C)=O.C(Cl)Cl. The catalyst is C(O)C.[Fe]. The product is [NH2:12][C:9]1[CH:10]=[CH:11][C:2]([Br:1])=[C:3]2[C:8]=1[C:7](=[O:15])[N:6]([CH3:16])[CH:5]=[CH:4]2. The yield is 0.390. (3) The yield is 0.890. The product is [F:1][C:2]1[CH:11]=[C:10]([C:12]([C:14]2[CH:23]=[C:22]3[C:17]([C:18]([CH3:27])([CH3:26])[CH:19]=[CH:20][C:21]3([CH3:24])[CH3:25])=[CH:16][C:15]=2[CH3:28])=[CH2:13])[CH:9]=[CH:8][C:3]=1[C:4]([OH:6])=[O:5]. The reactants are [F:1][C:2]1[CH:11]=[C:10]([C:12]([C:14]2[CH:23]=[C:22]3[C:17]([C:18]([CH3:27])([CH3:26])[CH:19]=[CH:20][C:21]3([CH3:25])[CH3:24])=[CH:16][C:15]=2[CH3:28])=[CH2:13])[CH:9]=[CH:8][C:3]=1[C:4]([O:6]C)=[O:5].[OH-].[K+]. The catalyst is CO.O. (4) The reactants are [S:1]1[CH:5]=[CH:4][C:3]2[C:6]([C:10]3[CH:11]=[C:12]([NH:26][C:27]4[CH:28]=[N:29][CH:30]=[CH:31][CH:32]=4)[CH:13]=[C:14]([O:16]CC4C=CC(OC)=CC=4)[CH:15]=3)=[CH:7][CH:8]=[CH:9][C:2]1=2.C1(SC)C=CC=CC=1.FC(F)(F)C(O)=O. The catalyst is C(Cl)Cl. The product is [S:1]1[CH:5]=[CH:4][C:3]2[C:6]([C:10]3[CH:15]=[C:14]([OH:16])[CH:13]=[C:12]([NH:26][C:27]4[CH:28]=[N:29][CH:30]=[CH:31][CH:32]=4)[CH:11]=3)=[CH:7][CH:8]=[CH:9][C:2]1=2. The yield is 0.580. (5) The reactants are C(=O)([O-])[O-].[Na+].[Na+].[F:7][C:8]1[N:13]=[CH:12][C:11](B(O)O)=[C:10]([CH3:17])[CH:9]=1.[Cl:18][C:19]1[C:24]([C:25]2[CH:30]=[CH:29][N:28]=[C:27]([CH3:31])[CH:26]=2)=[CH:23][N:22]=[C:21]([N:32]2[CH2:37][C@H:36]([CH3:38])[O:35][C@H:34]([CH3:39])[CH2:33]2)[N:20]=1. The catalyst is O.COCCOC.C1C=CC(P(C2C=CC=CC=2)C2C=CC=CC=2)=CC=1.C1C=CC(P(C2C=CC=CC=2)C2C=CC=CC=2)=CC=1.Cl[Pd]Cl. The product is [ClH:18].[F:7][C:8]1[N:13]=[CH:12][C:11]([C:19]2[C:24]([C:25]3[CH:30]=[CH:29][N:28]=[C:27]([CH3:31])[CH:26]=3)=[CH:23][N:22]=[C:21]([N:32]3[CH2:37][C@H:36]([CH3:38])[O:35][C@H:34]([CH3:39])[CH2:33]3)[N:20]=2)=[C:10]([CH3:17])[CH:9]=1. The yield is 0.0600. (6) The reactants are CS(O[CH2:6][CH2:7][N:8]1[CH:12]=[C:11]([C:13]2[CH:14]=[CH:15][C:16]3[N:17]([C:19]([CH:22]([CH3:24])[CH3:23])=[N:20][N:21]=3)[N:18]=2)[C:10]([C:25]2[CH:30]=[CH:29][C:28]([F:31])=[CH:27][C:26]=2[F:32])=[N:9]1)(=O)=O.[NH:33]1[CH2:38][CH2:37][O:36][CH2:35][CH2:34]1. The yield is 0.430. The catalyst is CO. The product is [F:32][C:26]1[CH:27]=[C:28]([F:31])[CH:29]=[CH:30][C:25]=1[C:10]1[C:11]([C:13]2[CH:14]=[CH:15][C:16]3[N:17]([C:19]([CH:22]([CH3:23])[CH3:24])=[N:20][N:21]=3)[N:18]=2)=[CH:12][N:8]([CH2:7][CH2:6][N:33]2[CH2:38][CH2:37][O:36][CH2:35][CH2:34]2)[N:9]=1.